This data is from Peptide-MHC class I binding affinity with 185,985 pairs from IEDB/IMGT. The task is: Regression. Given a peptide amino acid sequence and an MHC pseudo amino acid sequence, predict their binding affinity value. This is MHC class I binding data. (1) The peptide sequence is IRSAEVVSR. The MHC is HLA-A02:16 with pseudo-sequence HLA-A02:16. The binding affinity (normalized) is 0.0847. (2) The peptide sequence is AYDDAEQMY. The MHC is HLA-B39:01 with pseudo-sequence HLA-B39:01. The binding affinity (normalized) is 0.0847. (3) The peptide sequence is VIMITYWDL. The MHC is HLA-A02:01 with pseudo-sequence HLA-A02:01. The binding affinity (normalized) is 0.442. (4) The peptide sequence is TIDNPTKYIR. The MHC is HLA-A68:01 with pseudo-sequence HLA-A68:01. The binding affinity (normalized) is 0.532. (5) The peptide sequence is FTFERSKIK. The MHC is HLA-B51:01 with pseudo-sequence HLA-B51:01. The binding affinity (normalized) is 0.0847. (6) The peptide sequence is FHEAVQAFW. The MHC is Mamu-B17 with pseudo-sequence Mamu-B17. The binding affinity (normalized) is 0.753. (7) The peptide sequence is QYDDLHKKF. The MHC is HLA-B35:01 with pseudo-sequence HLA-B35:01. The binding affinity (normalized) is 0.0847. (8) The peptide sequence is HELSSALEI. The MHC is Mamu-A11 with pseudo-sequence Mamu-A11. The binding affinity (normalized) is 0.974. (9) The peptide sequence is QVQMLINTY. The binding affinity (normalized) is 0.0847. The MHC is HLA-B08:01 with pseudo-sequence HLA-B08:01.